Predict the reactants needed to synthesize the given product. From a dataset of Full USPTO retrosynthesis dataset with 1.9M reactions from patents (1976-2016). (1) Given the product [CH:8]1([C:13]2[S:22][C:21]3[NH:20][C:19]4[CH:23]=[CH:24][CH:25]=[CH:26][C:18]=4[N:17]=[C:16]([N:5]4[CH2:6][CH2:7][N:2]([CH3:1])[CH2:3][CH2:4]4)[C:15]=3[N:14]=2)[CH2:12][CH2:11][CH2:10][CH2:9]1, predict the reactants needed to synthesize it. The reactants are: [CH3:1][N:2]1[CH2:7][CH2:6][NH:5][CH2:4][CH2:3]1.[CH:8]1([C:13]2[S:22][C:21]3[NH:20][C:19]4[CH:23]=[CH:24][CH:25]=[CH:26][C:18]=4[NH:17][C:16](=S)[C:15]=3[N:14]=2)[CH2:12][CH2:11][CH2:10][CH2:9]1. (2) Given the product [OH:1][C:2]1[C:11]2[C:6](=[N:7][CH:8]=[CH:9][CH:10]=2)[N:5]([CH2:12][CH2:13][CH:14]([CH3:15])[CH3:16])[C:4](=[O:17])[C:3]=1[C:18]1[NH:23][C:22]2[CH:24]=[CH:25][C:26]([NH:28][S:29]([NH:30][CH2:41][CH2:42][CH3:43])(=[O:45])=[O:44])=[CH:27][C:21]=2[S:20](=[O:47])(=[O:46])[N:19]=1, predict the reactants needed to synthesize it. The reactants are: [OH:1][C:2]1[C:11]2[C:6](=[N:7][CH:8]=[CH:9][CH:10]=2)[N:5]([CH2:12][CH2:13][CH:14]([CH3:16])[CH3:15])[C:4](=[O:17])[C:3]=1[C:18]1[NH:23][C:22]2[CH:24]=[CH:25][C:26]([NH:28][S:29](=[O:45])(=[O:44])[N:30]([CH2:41][CH2:42][CH3:43])C(OCC3C=CC=CC=3)=O)=[CH:27][C:21]=2[S:20](=[O:47])(=[O:46])[N:19]=1. (3) Given the product [Cl:31][C:9]1[C:10]([N:15]([CH2:22][C:23]2[CH:24]=[CH:25][C:26]([O:29][CH3:30])=[CH:27][CH:28]=2)[S:16]([CH2:19][CH2:20][CH3:21])(=[O:18])=[O:17])=[CH:11][CH:12]=[C:13]([F:14])[C:8]=1[NH:7][C:5](=[O:6])[C:4]1[CH:32]=[CH:33][N:34]=[C:2]([C:36]#[N:37])[C:3]=1[F:35], predict the reactants needed to synthesize it. The reactants are: Cl[C:2]1[C:3]([F:35])=[C:4]([CH:32]=[CH:33][N:34]=1)[C:5]([NH:7][C:8]1[C:13]([F:14])=[CH:12][CH:11]=[C:10]([N:15]([CH2:22][C:23]2[CH:28]=[CH:27][C:26]([O:29][CH3:30])=[CH:25][CH:24]=2)[S:16]([CH2:19][CH2:20][CH3:21])(=[O:18])=[O:17])[C:9]=1[Cl:31])=[O:6].[CH3:36][N:37](C=O)C. (4) Given the product [ClH:29].[ClH:1].[ClH:29].[NH2:12][CH2:11][CH2:10][N:7]1[CH2:8][CH2:9][C:4]([C:20]2[S:21][CH:22]=[CH:23][CH:24]=2)([N:3]([CH3:25])[CH3:2])[CH2:5][CH2:6]1, predict the reactants needed to synthesize it. The reactants are: [ClH:1].[CH3:2][N:3]([CH3:25])[C:4]1([C:20]2[S:21][CH:22]=[CH:23][CH:24]=2)[CH2:9][CH2:8][N:7]([CH2:10][CH2:11][NH:12]C(=O)OC(C)(C)C)[CH2:6][CH2:5]1.CO.C(Cl)(Cl)[Cl:29].